From a dataset of Forward reaction prediction with 1.9M reactions from USPTO patents (1976-2016). Predict the product of the given reaction. Given the reactants Cl[CH:2]([C:8]([N:10]([CH2:30][C:31]1[CH:36]=[CH:35][C:34]([O:37][CH3:38])=[CH:33][C:32]=1[O:39][CH3:40])[C:11]1[CH:16]=[CH:15][C:14]([Cl:17])=[CH:13][C:12]=1[C:18]([C:20]1[CH:25]=[CH:24][CH:23]=[C:22]([O:26][CH3:27])[C:21]=1[O:28][CH3:29])=[CH2:19])=[O:9])[CH2:3][C:4]([O:6][CH3:7])=[O:5].C([SnH](CCCC)CCCC)CCC.N(C(C)(C)C#N)=NC(C)(C)C#N, predict the reaction product. The product is: [Cl:17][C:14]1[CH:15]=[CH:16][C:11]2[N:10]([CH2:30][C:31]3[CH:36]=[CH:35][C:34]([O:37][CH3:38])=[CH:33][C:32]=3[O:39][CH3:40])[C:8](=[O:9])[CH:2]([CH2:3][C:4]([O:6][CH3:7])=[O:5])[CH2:19][CH:18]([C:20]3[CH:25]=[CH:24][CH:23]=[C:22]([O:26][CH3:27])[C:21]=3[O:28][CH3:29])[C:12]=2[CH:13]=1.